From a dataset of NCI-60 drug combinations with 297,098 pairs across 59 cell lines. Regression. Given two drug SMILES strings and cell line genomic features, predict the synergy score measuring deviation from expected non-interaction effect. (1) Drug 1: C1CC(C1)(C(=O)O)C(=O)O.[NH2-].[NH2-].[Pt+2]. Drug 2: CC1=C(C=C(C=C1)C(=O)NC2=CC(=CC(=C2)C(F)(F)F)N3C=C(N=C3)C)NC4=NC=CC(=N4)C5=CN=CC=C5. Cell line: HCC-2998. Synergy scores: CSS=-7.51, Synergy_ZIP=2.03, Synergy_Bliss=-0.774, Synergy_Loewe=-12.2, Synergy_HSA=-7.54. (2) Drug 1: C1=CC(=CC=C1CC(C(=O)O)N)N(CCCl)CCCl.Cl. Drug 2: CCC(=C(C1=CC=CC=C1)C2=CC=C(C=C2)OCCN(C)C)C3=CC=CC=C3.C(C(=O)O)C(CC(=O)O)(C(=O)O)O. Cell line: ACHN. Synergy scores: CSS=32.7, Synergy_ZIP=1.36, Synergy_Bliss=1.15, Synergy_Loewe=-10.6, Synergy_HSA=0.116. (3) Drug 1: COC1=CC(=CC(=C1O)OC)C2C3C(COC3=O)C(C4=CC5=C(C=C24)OCO5)OC6C(C(C7C(O6)COC(O7)C8=CC=CS8)O)O. Drug 2: CN1C2=C(C=C(C=C2)N(CCCl)CCCl)N=C1CCCC(=O)O.Cl. Cell line: OVCAR-4. Synergy scores: CSS=-2.99, Synergy_ZIP=-0.933, Synergy_Bliss=-2.88, Synergy_Loewe=-7.96, Synergy_HSA=-5.69. (4) Drug 1: CS(=O)(=O)CCNCC1=CC=C(O1)C2=CC3=C(C=C2)N=CN=C3NC4=CC(=C(C=C4)OCC5=CC(=CC=C5)F)Cl. Drug 2: CS(=O)(=O)OCCCCOS(=O)(=O)C. Cell line: A549. Synergy scores: CSS=27.1, Synergy_ZIP=-5.89, Synergy_Bliss=2.71, Synergy_Loewe=-21.2, Synergy_HSA=5.03. (5) Synergy scores: CSS=23.9, Synergy_ZIP=-7.71, Synergy_Bliss=-11.7, Synergy_Loewe=-19.7, Synergy_HSA=-13.9. Cell line: SK-MEL-2. Drug 2: CC1C(C(CC(O1)OC2CC(CC3=C2C(=C4C(=C3O)C(=O)C5=CC=CC=C5C4=O)O)(C(=O)C)O)N)O. Drug 1: C1C(C(OC1N2C=NC3=C(N=C(N=C32)Cl)N)CO)O. (6) Drug 1: C1CCN(CC1)CCOC2=CC=C(C=C2)C(=O)C3=C(SC4=C3C=CC(=C4)O)C5=CC=C(C=C5)O. Drug 2: CC1=CC=C(C=C1)C2=CC(=NN2C3=CC=C(C=C3)S(=O)(=O)N)C(F)(F)F. Cell line: SF-295. Synergy scores: CSS=5.52, Synergy_ZIP=-0.707, Synergy_Bliss=0.654, Synergy_Loewe=2.08, Synergy_HSA=1.23. (7) Drug 1: C1=CC(=CC=C1CCC2=CNC3=C2C(=O)NC(=N3)N)C(=O)NC(CCC(=O)O)C(=O)O. Drug 2: COC1=NC(=NC2=C1N=CN2C3C(C(C(O3)CO)O)O)N. Cell line: OVCAR-8. Synergy scores: CSS=34.9, Synergy_ZIP=-2.17, Synergy_Bliss=-6.38, Synergy_Loewe=-31.4, Synergy_HSA=-5.66. (8) Drug 1: CC=C1C(=O)NC(C(=O)OC2CC(=O)NC(C(=O)NC(CSSCCC=C2)C(=O)N1)C(C)C)C(C)C. Drug 2: C1C(C(OC1N2C=NC(=NC2=O)N)CO)O. Cell line: A549. Synergy scores: CSS=41.3, Synergy_ZIP=0.813, Synergy_Bliss=2.79, Synergy_Loewe=-26.1, Synergy_HSA=1.86. (9) Drug 1: C1CNP(=O)(OC1)N(CCCl)CCCl. Drug 2: C1CN(P(=O)(OC1)NCCCl)CCCl. Cell line: A549. Synergy scores: CSS=1.32, Synergy_ZIP=-1.18, Synergy_Bliss=-1.83, Synergy_Loewe=-0.890, Synergy_HSA=-1.09.